Dataset: Cav3 T-type calcium channel HTS with 100,875 compounds. Task: Binary Classification. Given a drug SMILES string, predict its activity (active/inactive) in a high-throughput screening assay against a specified biological target. (1) The molecule is O=C1CC(CC=2Nc3c(NC(C12)c1cccnc1)cc(c(c3)C)C)(C)C. The result is 0 (inactive). (2) The molecule is s1c(/C(=N/NC(=O)c2n[nH]c(C3CC3)c2)C)ccc1. The result is 0 (inactive). (3) The molecule is S1C(C(O)C(=O)Nc2c1cccc2)c1ccccc1. The result is 0 (inactive). (4) The molecule is s1c(NC(=O)C(c2ccccc2)c2ccccc2)c(cc1CC)C(OCC)=O. The result is 0 (inactive). (5) The molecule is O=C1c2c(C(=O)/C1=C\NCc1ncccc1)cccc2. The result is 0 (inactive). (6) The molecule is S(c1n(c(nn1)c1ccc(OC)cc1)CC)Cc1[nH]c2c(n1)cccc2. The result is 0 (inactive). (7) The molecule is S(=O)(=O)(N1CCC(CC1)C(=O)NC1CCCCC1)c1c(n(nc1C)C)C. The result is 0 (inactive).